This data is from Full USPTO retrosynthesis dataset with 1.9M reactions from patents (1976-2016). The task is: Predict the reactants needed to synthesize the given product. (1) Given the product [C:6]1([CH2:9][C:10]2[CH:11]=[CH:12][CH:13]=[C:14]([CH:17]=[O:1])[C:15]=2[OH:16])[CH:5]=[CH:4][CH:3]=[CH:8][CH:7]=1, predict the reactants needed to synthesize it. The reactants are: [OH-:1].[Na+].[CH:3]1[CH:8]=[CH:7][C:6]([CH2:9][C:10]2[C:15]([OH:16])=[CH:14][CH:13]=[CH:12][CH:11]=2)=[CH:5][CH:4]=1.[CH:17](Cl)(Cl)Cl.Cl. (2) Given the product [N:26]1([C:29]2[C:34]([NH:35][C:2]3[C:11]4[C:6](=[CH:7][C:8]([F:13])=[CH:9][C:10]=4[F:12])[N:5]=[C:4]([N:14]4[CH2:19][CH2:18][CH2:17][CH2:16][C:15]4=[O:20])[C:3]=3[CH2:21][CH3:22])=[CH:33][C:32]([N:36]3[CH2:37][CH2:38][O:39][CH2:40][CH2:41]3)=[CH:31][N:30]=2)[CH2:25][CH2:24][O:23][CH2:28][CH2:27]1, predict the reactants needed to synthesize it. The reactants are: Cl[C:2]1[C:11]2[C:6](=[CH:7][C:8]([F:13])=[CH:9][C:10]=2[F:12])[N:5]=[C:4]([N:14]2[CH2:19][CH2:18][CH2:17][CH2:16][C:15]2=[O:20])[C:3]=1[CH2:21][CH3:22].[O:23]1[CH2:28][CH2:27][N:26]([C:29]2[C:34]([NH2:35])=[CH:33][C:32]([N:36]3[CH2:41][CH2:40][O:39][CH2:38][CH2:37]3)=[CH:31][N:30]=2)[CH2:25][CH2:24]1. (3) Given the product [O:10]1[CH2:11][CH2:12][NH:8][CH:53]1[C:52]([NH:60][NH2:61])=[O:59], predict the reactants needed to synthesize it. The reactants are: C(OC([N:8]1[C@@:12](C)(C(O)=O)[CH2:11][O:10]C1(C)C)=O)(C)(C)C.CN(C(ON1N=NC2C=CC=NC1=2)=[N+](C)C)C.F[P-](F)(F)(F)(F)F.CCN(C(C)C)C(C)C.[C:52]([NH:60][NH2:61])(=[O:59])[C:53]1C=CC=CC=1.